From a dataset of Catalyst prediction with 721,799 reactions and 888 catalyst types from USPTO. Predict which catalyst facilitates the given reaction. (1) Reactant: [CH2:1]([O:3][C:4](=[O:20])[CH2:5][N:6]1[CH:11]2[CH2:12][CH2:13][CH:7]1[CH2:8][CH:9]([N:14]1[CH2:19][CH2:18][NH:17][CH2:16][CH2:15]1)[CH2:10]2)[CH3:2].[O:21]=[C:22]1[N:28]([CH:29]2[CH2:34][CH2:33][N:32]([C:35]([O:37][C@@H:38]([C:52](O)=[O:53])[CH2:39][C:40]3[CH:45]=[C:44]([C:46]([F:49])([F:48])[F:47])[C:43]([NH2:50])=[C:42]([Cl:51])[CH:41]=3)=[O:36])[CH2:31][CH2:30]2)[CH2:27][CH2:26][C:25]2[CH:55]=[CH:56][CH:57]=[CH:58][C:24]=2[NH:23]1.CN(C(ON1N=NC2C=CC=CC1=2)=[N+](C)C)C.[B-](F)(F)(F)F.C(N(CC)CC)C. Product: [O:21]=[C:22]1[N:28]([CH:29]2[CH2:34][CH2:33][N:32]([C:35]([O:37][C@H:38]([CH2:39][C:40]3[CH:45]=[C:44]([C:46]([F:49])([F:47])[F:48])[C:43]([NH2:50])=[C:42]([Cl:51])[CH:41]=3)[C:52]([N:17]3[CH2:16][CH2:15][N:14]([CH:9]4[CH2:10][CH:11]5[N:6]([CH2:5][C:4]([O:3][CH2:1][CH3:2])=[O:20])[CH:7]([CH2:13][CH2:12]5)[CH2:8]4)[CH2:19][CH2:18]3)=[O:53])=[O:36])[CH2:31][CH2:30]2)[CH2:27][CH2:26][C:25]2[CH:55]=[CH:56][CH:57]=[CH:58][C:24]=2[NH:23]1. The catalyst class is: 3. (2) Reactant: [Cl-].[Br:2][C:3]1[CH:12]=[CH:11][CH:10]=[C:9]2[C:4]=1[CH2:5][CH2:6][N:7]([C:17](=[O:20])[CH2:18][NH3+:19])[CH:8]2[CH2:13][C:14](O)=[O:15].BrC1C=CC=C2C=1CCN(C(=O)CNC(OC(C)(C)C)=O)C2CC(O)=O. Product: [Br:2][C:3]1[CH:12]=[CH:11][CH:10]=[C:9]2[C:4]=1[CH2:5][CH2:6][N:7]1[C:17](=[O:20])[CH2:18][NH:19][C:14](=[O:15])[CH:13]=[C:8]12. The catalyst class is: 393. (3) Reactant: [NH:1]([C:3]([O:5][C:6]([CH3:9])([CH3:8])[CH3:7])=[O:4])[NH2:2].[CH3:10][C:11]1([CH3:17])[CH2:15][CH2:14][CH2:13][C:12]1=O. Product: [CH3:10][C:11]1([CH3:17])[CH2:15][CH2:14][CH2:13][C:12]1=[N:2][NH:1][C:3]([O:5][C:6]([CH3:9])([CH3:8])[CH3:7])=[O:4]. The catalyst class is: 5. (4) Reactant: [H-].[Na+].[N+:3]([C:6]1[CH:14]=[CH:13][C:12]2[NH:11][CH:10]3[CH2:15][CH2:16][N:17]([C:19]([O:21][C:22]([CH3:25])([CH3:24])[CH3:23])=[O:20])[CH2:18][CH:9]3[C:8]=2[CH:7]=1)([O-:5])=[O:4].[CH3:26][S:27](Cl)(=[O:29])=[O:28]. Product: [CH3:26][S:27]([N:11]1[C:12]2[CH:13]=[CH:14][C:6]([N+:3]([O-:5])=[O:4])=[CH:7][C:8]=2[CH:9]2[CH2:18][N:17]([C:19]([O:21][C:22]([CH3:25])([CH3:24])[CH3:23])=[O:20])[CH2:16][CH2:15][CH:10]12)(=[O:29])=[O:28]. The catalyst class is: 3.